From a dataset of Reaction yield outcomes from USPTO patents with 853,638 reactions. Predict the reaction yield, written as a fraction of the theoretical maximum amount of product (1.0 means a 100% yield; for example, 0.34 means a 34% yield). (1) The reactants are [CH3:1][N:2]([C:15]1[CH:20]=[C:19]([O:21][C:22]2[CH:23]=[C:24]3[C:28](=[CH:29][CH:30]=2)[N:27]([C:31](=[O:34])[NH:32][CH3:33])[CH:26]=[CH:25]3)[CH:18]=[CH:17][N:16]=1)[C:3](=O)[O:4]C1C=CC([N+]([O-])=O)=CC=1.[NH3:35]. The catalyst is CN(C)C=O. The product is [CH3:33][NH:32][C:31]([N:27]1[C:28]2[C:24](=[CH:23][C:22]([O:21][C:19]3[CH:18]=[CH:17][N:16]=[C:15]([N:2]([CH3:1])[C:3]([NH2:35])=[O:4])[CH:20]=3)=[CH:30][CH:29]=2)[CH:25]=[CH:26]1)=[O:34]. The yield is 0.480. (2) The reactants are [CH:1]1([C:7]2([CH3:14])[NH:11][C:10](=[O:12])[NH:9][C:8]2=[O:13])[CH2:6][CH2:5][CH2:4][CH2:3][CH2:2]1.C([O-])([O-])=O.[K+].[K+].CN(C=O)C.Cl[CH2:27][C:28]([N:30]([O:32][CH3:33])[CH3:31])=[O:29]. The catalyst is O. The product is [CH:1]1([C:7]2([CH3:14])[C:8](=[O:13])[N:9]([CH2:27][C:28]([N:30]([O:32][CH3:33])[CH3:31])=[O:29])[C:10](=[O:12])[NH:11]2)[CH2:2][CH2:3][CH2:4][CH2:5][CH2:6]1. The yield is 0.920. (3) The reactants are [F:1][C:2]1[CH:10]=[CH:9][C:8]([F:11])=[C:7]2[C:3]=1[CH2:4][N:5](S(C1C=CC(C)=CC=1)(=O)=O)[CH2:6]2.C1(O)C=CC=CC=1.Br. The catalyst is O.C(O)(=O)CC. The product is [F:1][C:2]1[CH:10]=[CH:9][C:8]([F:11])=[C:7]2[C:3]=1[CH2:4][NH:5][CH2:6]2. The yield is 0.500. (4) The reactants are [Mg].Br[C:3]1[CH:8]=[CH:7][C:6]([O:9][C:10]([F:13])([F:12])[F:11])=[CH:5][CH:4]=1.[Br:14][C:15]1[CH:16]=[C:17]([CH:26]=[CH:27][C:28]=1[F:29])[C:18]([CH:20]1[NH:25][CH2:24][CH2:23][CH:22]=[N:21]1)=[O:19]. The catalyst is C1COCC1.C(OCC)(=O)C.[Cl-].[NH4+].[Cu]I. The product is [Br:14][C:15]1[CH:16]=[C:17]([C:18]([CH:20]2[NH:25][CH2:24][CH:23]=[CH:22][NH:21]2)([C:3]2[CH:8]=[CH:7][C:6]([O:9][C:10]([F:13])([F:12])[F:11])=[CH:5][CH:4]=2)[OH:19])[CH:26]=[CH:27][C:28]=1[F:29]. The yield is 0.640. (5) The reactants are [F:1][C:2]1[CH:7]=[CH:6][CH:5]=[CH:4][C:3]=1[SH:8].CS(O[CH:14]1[CH2:19][CH2:18][N:17]([C:20]([O:22][C:23]([CH3:26])([CH3:25])[CH3:24])=[O:21])[CH2:16][CH2:15]1)(=O)=O.C([O-])([O-])=O.[K+].[K+].O. The catalyst is C(#N)C. The product is [F:1][C:2]1[CH:7]=[CH:6][CH:5]=[CH:4][C:3]=1[S:8][CH:14]1[CH2:19][CH2:18][N:17]([C:20]([O:22][C:23]([CH3:26])([CH3:25])[CH3:24])=[O:21])[CH2:16][CH2:15]1. The yield is 0.980. (6) The reactants are S1[CH:7]=[CH:6][CH:5]=[CH:4][CH:3]=[N:2]1.C[N+]1([O-])CCOCC1.[S:16](=[O:20])(=O)(O)[O-:17].[Na+].C(Cl)Cl. The catalyst is O.CC(C)=O.CC(O)(C)C.[Os](=O)(=O)(=O)=O. The product is [S:16]1(=[O:20])(=[O:17])[CH:7]=[CH:6][CH:5]=[CH:4][CH:3]=[N:2]1. The yield is 0.830. (7) The reactants are Br[C:2]1[N:3]=[C:4]2[CH:10]=[C:9]([C:11]3[C:16]([F:17])=[CH:15][CH:14]=[CH:13][C:12]=3[Cl:18])[NH:8][C:5]2=[N:6][CH:7]=1.[CH3:19][N:20]1[C:24](B(O)O)=[CH:23][C:22]([C:28]([F:31])([F:30])[F:29])=[N:21]1.C(=O)([O-])[O-].[K+].[K+]. The product is [Cl:18][C:12]1[CH:13]=[CH:14][CH:15]=[C:16]([F:17])[C:11]=1[C:9]1[NH:8][C:5]2=[N:6][CH:7]=[C:2]([C:24]3[N:20]([CH3:19])[N:21]=[C:22]([C:28]([F:31])([F:30])[F:29])[CH:23]=3)[N:3]=[C:4]2[CH:10]=1. The yield is 0.470. The catalyst is O1CCOCC1.O.C1C=CC(P(C2C=CC=CC=2)[C-]2C=CC=C2)=CC=1.C1C=CC(P(C2C=CC=CC=2)[C-]2C=CC=C2)=CC=1.Cl[Pd]Cl.[Fe+2]. (8) The reactants are [C:1]1([CH:7](O)[CH:8]=[CH:9][CH3:10])[CH:6]=[CH:5][CH:4]=[CH:3][CH:2]=1.Cl.CC[O:15]CC.C(=O)(O)[O-].[Na+]. The catalyst is O1CCOCC1. The product is [C:1]1([CH:7]=[CH:8][CH:9]([OH:15])[CH3:10])[CH:6]=[CH:5][CH:4]=[CH:3][CH:2]=1. The yield is 0.968. (9) The reactants are [CH2:1]([O:3][C:4]([C:6]1[C:11]([NH:12][C:13]2[CH:18]=[CH:17][C:16]([CH3:19])=[CH:15][C:14]=2[F:20])=[C:10]([CH3:21])[C:9](=[O:22])[N:8]([CH3:23])[C:7]=1[CH3:24])=[O:5])[CH3:2].[Br:25]N1C(=O)CCC1=O. The yield is 0.660. The product is [CH2:1]([O:3][C:4]([C:6]1[C:11]([NH:12][C:13]2[CH:18]=[CH:17][C:16]([CH3:19])=[CH:15][C:14]=2[F:20])=[C:10]([CH3:21])[C:9](=[O:22])[N:8]([CH3:23])[C:7]=1[CH2:24][Br:25])=[O:5])[CH3:2]. The catalyst is CN(C=O)C.CCOC(C)=O. (10) The reactants are F[C:2]1[CH:7]=[C:6]([I:8])[C:5]([F:9])=[CH:4][N:3]=1.C(O)(=[O:12])C.O. No catalyst specified. The product is [F:9][C:5]1[C:6]([I:8])=[CH:7][C:2](=[O:12])[NH:3][CH:4]=1. The yield is 0.990.